From a dataset of Full USPTO retrosynthesis dataset with 1.9M reactions from patents (1976-2016). Predict the reactants needed to synthesize the given product. Given the product [CH3:8][O:9][C:10]1[CH:17]=[CH:16][CH:15]=[CH:14][C:11]=1[CH:12]=[CH:1][C:2](=[O:7])[CH2:3][C:4](=[O:6])[CH:5]=[CH:36][C:35]1[CH:34]=[CH:33][CH:32]=[CH:31][C:30]=1[O:29][CH3:40], predict the reactants needed to synthesize it. The reactants are: [CH3:1][C:2](=[O:7])[CH2:3][C:4](=[O:6])[CH3:5].[CH3:8][O:9][C:10]1[CH:17]=[CH:16][CH:15]=[CH:14][C:11]=1[CH:12]=O.B([O:29][CH2:30][CH2:31][CH2:32][CH3:33])([O:29][CH2:30][CH2:31][CH2:32][CH3:33])[O:29][CH2:30][CH2:31][CH2:32][CH3:33].[CH2:34](N)[CH2:35][CH2:36]C.Cl.[C:40](OCC)(=O)C.